Task: Predict the reactants needed to synthesize the given product.. Dataset: Full USPTO retrosynthesis dataset with 1.9M reactions from patents (1976-2016) (1) Given the product [CH3:28][S:25]([C:21]1[CH:20]=[C:19]([C:17]2[N:16]=[C:4]([CH2:3][C:2]([C:9]3[CH:10]=[CH:11][N:12]=[CH:13][CH:14]=3)=[O:1])[O:6][N:18]=2)[CH:24]=[CH:23][CH:22]=1)(=[O:26])=[O:27], predict the reactants needed to synthesize it. The reactants are: [O:1]=[C:2]([C:9]1[CH:14]=[CH:13][N:12]=[CH:11][CH:10]=1)[CH2:3][C:4]([O:6]CC)=O.O[N:16]=[C:17]([C:19]1[CH:24]=[CH:23][CH:22]=[C:21]([S:25]([CH3:28])(=[O:27])=[O:26])[CH:20]=1)[NH2:18]. (2) The reactants are: [O:1]=[CH:2][C@@H:3]([C@H:5]([C@@H:7]([C@@H:9]([CH2:11][OH:12])[OH:10])[OH:8])[OH:6])[OH:4].[C:13]([OH:18])(=[O:17])[C@@H:14]([CH3:16])[OH:15]. Given the product [C:13]([O-:18])(=[O:17])[CH:14]([CH3:16])[OH:15].[O:1]=[CH:2][C@@H:3]([C@H:5]([C@@H:7]([C@@H:9]([CH2:11][OH:12])[OH:10])[OH:8])[OH:6])[OH:4], predict the reactants needed to synthesize it. (3) Given the product [Cl:18][C:19]1[CH:20]=[C:21]2[C:26](=[CH:27][CH:28]=1)[CH:25]=[C:24]([S:29]([N:12]1[CH2:13][CH2:14][N:9]([CH2:8][C:7]3[CH:6]=[CH:5][C:4]([C:2]#[N:3])=[CH:17][CH:16]=3)[C:10](=[O:15])[CH2:11]1)(=[O:31])=[O:30])[CH:23]=[CH:22]2, predict the reactants needed to synthesize it. The reactants are: Cl.[C:2]([C:4]1[CH:17]=[CH:16][C:7]([CH2:8][N:9]2[CH2:14][CH2:13][NH:12][CH2:11][C:10]2=[O:15])=[CH:6][CH:5]=1)#[N:3].[Cl:18][C:19]1[CH:20]=[C:21]2[C:26](=[CH:27][CH:28]=1)[CH:25]=[C:24]([S:29](Cl)(=[O:31])=[O:30])[CH:23]=[CH:22]2.C(=O)([O-])[O-].[Na+].[Na+].C(OCC)(=O)C. (4) Given the product [CH3:18][C:19]([NH:20][C:15]([C:7]1[CH:6]=[CH:5][C:4]([CH:1]2[CH2:2][CH2:3]2)=[C:9]([O:10][CH2:11][CH:12]2[CH2:13][CH2:14]2)[N:8]=1)=[O:17])([C:21]1[CH:26]=[CH:25][CH:24]=[CH:23][N:22]=1)[CH3:27], predict the reactants needed to synthesize it. The reactants are: [CH:1]1([C:4]2[CH:5]=[CH:6][C:7]([C:15]([OH:17])=O)=[N:8][C:9]=2[O:10][CH2:11][CH:12]2[CH2:14][CH2:13]2)[CH2:3][CH2:2]1.[CH3:18][C:19]([CH3:27])([C:21]1[CH:26]=[CH:25][CH:24]=[CH:23][N:22]=1)[NH2:20].